Task: Predict the reaction yield, written as a fraction of the theoretical maximum amount of product (1.0 means a 100% yield; for example, 0.34 means a 34% yield).. Dataset: Reaction yield outcomes from USPTO patents with 853,638 reactions (1) The reactants are C1COC23OCCOC2([C@]2(CC[C@H]4[C@@H](CC(=C)[C@]5(O)[C@]4(C)CCCC5)[C@@H]2C3)C)[O:2]1.[C:30]([C@@H:32]1[CH:49]2[C@:44]([CH3:51])([CH2:45][CH2:46][C:47](=[O:50])[CH2:48]2)[C@@H:43]2[C@H:34]([C@H:35]3[C@@:39]([CH2:41][CH2:42]2)([CH3:40])[C:38](=[O:52])[CH2:37][CH2:36]3)[CH2:33]1)#N. No catalyst specified. The product is [OH:2][C@:49]12[CH2:48][C:47](=[O:50])[CH2:46][CH2:45][C@:44]1([CH3:51])[C@@H:43]1[C@H:34]([C@H:35]3[C@@:39]([CH2:41][CH2:42]1)([CH3:40])[C:38](=[O:52])[CH2:37][CH2:36]3)[CH2:33][C:32]2=[CH2:30]. The yield is 0.780. (2) The reactants are [Cl:1][C:2]1[C:11]2[C:6](=[CH:7][CH:8]=[CH:9][C:10]=2[O:12][CH:13]2[CH2:18][CH2:17][N:16]([CH3:19])[CH2:15][CH2:14]2)[N:5]=[CH:4][N:3]=1.[NH2:20][C:21]1[CH:22]=[C:23]2[C:27](=[CH:28][CH:29]=1)[NH:26][CH:25]=[C:24]2[Cl:30]. No catalyst specified. The product is [ClH:1].[Cl:30][C:24]1[C:23]2[C:27](=[CH:28][CH:29]=[C:21]([NH:20][C:2]3[C:11]4[C:6](=[CH:7][CH:8]=[CH:9][C:10]=4[O:12][CH:13]4[CH2:18][CH2:17][N:16]([CH3:19])[CH2:15][CH2:14]4)[N:5]=[CH:4][N:3]=3)[CH:22]=2)[NH:26][CH:25]=1. The yield is 0.110. (3) The reactants are [F:1][C:2]1[CH:7]=[CH:6][C:5]([OH:8])=[CH:4][CH:3]=1.[H-].[Na+].[N:11]1[C:18]([Cl:19])=[N:17][C:15](Cl)=[N:14][C:12]=1[Cl:13].[NH4+].[Cl-]. The catalyst is O1CCCC1. The product is [Cl:13][C:12]1[N:11]=[C:18]([Cl:19])[N:17]=[C:15]([O:8][C:5]2[CH:6]=[CH:7][C:2]([F:1])=[CH:3][CH:4]=2)[N:14]=1. The yield is 0.580. (4) The reactants are [F:1][C:2]1[C:3]([NH:25][C:26]2[CH:31]=[CH:30][C:29]([I:32])=[CH:28][C:27]=2[F:33])=[C:4]([CH:12]=[C:13](/[CH:16]=[N:17]/[O:18][CH2:19][CH2:20][C:21](=[O:24])NC)[C:14]=1[F:15])[C:5]([NH:7][O:8][CH2:9][CH2:10][OH:11])=[O:6].ClC(Cl)C(O)=O. The catalyst is ClCCl. The product is [F:1][C:2]1[C:3]([NH:25][C:26]2[CH:31]=[CH:30][C:29]([I:32])=[CH:28][C:27]=2[F:33])=[C:4]([CH:12]=[C:13]([CH2:16][N:17]2[C:21](=[O:24])[CH2:20][CH2:19][O:18]2)[C:14]=1[F:15])[C:5]([NH:7][O:8][CH2:9][CH2:10][OH:11])=[O:6]. The yield is 0.900. (5) The reactants are [CH3:1][O:2][C:3](=[O:16])[C:4]1[CH:9]=[C:8]([I:10])[C:7]([C:11]([F:14])([F:13])[F:12])=[CH:6][C:5]=1[NH2:15].[C:17](OC(=O)C)(=[O:19])[CH3:18].C(=O)([O-])O.[Na+]. The catalyst is C1(C)C=CC=CC=1.O. The product is [CH3:1][O:2][C:3](=[O:16])[C:4]1[CH:9]=[C:8]([I:10])[C:7]([C:11]([F:13])([F:14])[F:12])=[CH:6][C:5]=1[NH:15][C:17](=[O:19])[CH3:18]. The yield is 0.920. (6) The product is [CH3:34][O:33][C:31]([C:30]1[CH:35]=[CH:36][CH:37]=[CH:38][C:29]=1[N:3]1[C:2](=[O:1])[C:6]2([CH2:7][CH2:8][N:9]([C:12]([O:14][CH2:15][C:16]3[CH:17]=[CH:18][CH:19]=[CH:20][CH:21]=3)=[O:13])[CH2:10][CH2:11]2)[N:5]([C:22]2[CH:27]=[CH:26][CH:25]=[CH:24][CH:23]=2)[CH2:4]1)=[O:32]. The catalyst is C(#N)C.[Cu](I)I. The reactants are [O:1]=[C:2]1[C:6]2([CH2:11][CH2:10][N:9]([C:12]([O:14][CH2:15][C:16]3[CH:21]=[CH:20][CH:19]=[CH:18][CH:17]=3)=[O:13])[CH2:8][CH2:7]2)[N:5]([C:22]2[CH:27]=[CH:26][CH:25]=[CH:24][CH:23]=2)[CH2:4][NH:3]1.I[C:29]1[CH:38]=[CH:37][CH:36]=[CH:35][C:30]=1[C:31]([O:33][CH3:34])=[O:32].CNCCNC.C(O)(=O)CC(CC(O)=O)(C(O)=O)O. The yield is 0.616. (7) The catalyst is C1C=CC([P]([Pd]([P](C2C=CC=CC=2)(C2C=CC=CC=2)C2C=CC=CC=2)([P](C2C=CC=CC=2)(C2C=CC=CC=2)C2C=CC=CC=2)[P](C2C=CC=CC=2)(C2C=CC=CC=2)C2C=CC=CC=2)(C2C=CC=CC=2)C2C=CC=CC=2)=CC=1.C1(C)C=CC=CC=1. The reactants are [Br:1][C:2]1[CH:7]=[CH:6][C:5](OC)=[CH:4][C:3]=1I.[C:11]1(B(O)O)[CH:16]=[CH:15][CH:14]=[CH:13][CH:12]=1.[C:20]([O-:23])([O-])=O.[Na+].[Na+].CCO. The product is [Br:1][C:2]1[CH:7]=[C:6]([O:23][CH3:20])[CH:5]=[CH:4][C:3]=1[C:11]1[CH:16]=[CH:15][CH:14]=[CH:13][CH:12]=1. The yield is 0.750. (8) The yield is 0.990. The product is [NH2:1][C:4]1[C:12]2[O:11][C:10](=[O:13])[NH:9][C:8]=2[CH:7]=[CH:6][CH:5]=1. The catalyst is C(O)C.[Pd]. The reactants are [N+:1]([C:4]1[C:12]2[O:11][C:10](=[O:13])[NH:9][C:8]=2[CH:7]=[CH:6][CH:5]=1)([O-])=O.